Task: Predict the reactants needed to synthesize the given product.. Dataset: Full USPTO retrosynthesis dataset with 1.9M reactions from patents (1976-2016) The reactants are: [CH3:1][N:2]([CH3:11])[C:3]1[CH:10]=[CH:9][C:6]([CH:7]=O)=[CH:5][CH:4]=1.[C:12]([OH:24])(=[O:23])[CH2:13][NH:14][C:15]([C:17]1[CH:22]=[CH:21][CH:20]=[CH:19][CH:18]=1)=O.C([O-])(=O)C.[Na+].C(OC(=O)C)(=O)C. Given the product [CH3:1][N:2]([CH3:11])[C:3]1[CH:10]=[CH:9][C:6]([CH:7]=[C:13]2[C:12](=[O:23])[O:24][C:15]([C:17]3[CH:18]=[CH:19][CH:20]=[CH:21][CH:22]=3)=[N:14]2)=[CH:5][CH:4]=1, predict the reactants needed to synthesize it.